From a dataset of Forward reaction prediction with 1.9M reactions from USPTO patents (1976-2016). Predict the product of the given reaction. The product is: [Br:1][C:2]1[CH:11]=[C:10]2[C:5]([C:6](=[O:22])[NH:7][N:8]=[C:9]2[CH2:12][C:13]2[CH:14]=[CH:15][C:16]([F:21])=[C:26]([CH:20]=2)[C:25]([OH:23])=[O:27])=[CH:4][CH:3]=1. Given the reactants [Br:1][C:2]1[CH:11]=[C:10]2[C:5]([C:6](=[O:22])[NH:7][N:8]=[C:9]2[CH2:12][C:13]2[CH:14]=[CH:15][C:16]([F:21])=C([CH:20]=2)C#N)=[CH:4][CH:3]=1.[OH-:23].[K+].[CH2:25]([OH:27])[CH3:26], predict the reaction product.